This data is from Forward reaction prediction with 1.9M reactions from USPTO patents (1976-2016). The task is: Predict the product of the given reaction. (1) Given the reactants [OH:1][C:2]([C:23]1[S:24][CH:25]=[CH:26][CH:27]=1)([C:18]1[S:19][CH:20]=[CH:21][CH:22]=1)[C:3]([O:5][C@H:6]1[CH2:11][CH2:10][C@H:9]([N:12]([CH3:17])[CH2:13][CH2:14][NH:15][CH3:16])[CH2:8][CH2:7]1)=[O:4].C([O:30][C:31](=O)[CH2:32][O:33][C:34]1[CH:39]=[CH:38][C:37]([CH2:40][OH:41])=[CH:36][CH:35]=1)C.[O-]S([O-])(=O)=O.[Mg+2], predict the reaction product. The product is: [OH:1][C:2]([C:18]1[S:19][CH:20]=[CH:21][CH:22]=1)([C:23]1[S:24][CH:25]=[CH:26][CH:27]=1)[C:3]([O:5][C@H:6]1[CH2:7][CH2:8][C@H:9]([N:12]([CH2:13][CH2:14][N:15]([C:31](=[O:30])[CH2:32][O:33][C:34]2[CH:39]=[CH:38][C:37]([CH2:40][OH:41])=[CH:36][CH:35]=2)[CH3:16])[CH3:17])[CH2:10][CH2:11]1)=[O:4]. (2) Given the reactants [CH3:1][C:2]1[CH:3]=[C:4]([NH:15][C:16]2[C:17]3[CH:25]=[C:24]([N:26]4[CH2:31][CH2:30][O:29][CH2:28][CH2:27]4)[N:23]=[CH:22][C:18]=3[N:19]=[CH:20][N:21]=2)[CH:5]=[CH:6][C:7]=1[O:8][CH:9]1[CH2:14][CH2:13][NH:12][CH2:11][CH2:10]1.[C:32]([CH2:36][C:37](Cl)=[O:38])([CH3:35])([CH3:34])[CH3:33].C1(C(N2CCC(OC3C=CC(NC4C5C=C(F)N=CC=5N=CN=4)=CC=3C)CC2)=O)CCCC1, predict the reaction product. The product is: [CH3:33][C:32]([CH3:35])([CH3:34])[CH2:36][C:37]([N:12]1[CH2:13][CH2:14][CH:9]([O:8][C:7]2[CH:6]=[CH:5][C:4]([NH:15][C:16]3[C:17]4[CH:25]=[C:24]([N:26]5[CH2:31][CH2:30][O:29][CH2:28][CH2:27]5)[N:23]=[CH:22][C:18]=4[N:19]=[CH:20][N:21]=3)=[CH:3][C:2]=2[CH3:1])[CH2:10][CH2:11]1)=[O:38]. (3) The product is: [Br:1][C:2]1[CH:3]=[C:4]([CH:9]=[CH:10][CH:11]=1)[O:5][CH2:6][CH2:7][O:8][Si:21]([C:18]([CH3:20])([CH3:19])[CH3:17])([CH3:23])[CH3:22]. Given the reactants [Br:1][C:2]1[CH:3]=[C:4]([CH:9]=[CH:10][CH:11]=1)[O:5][CH2:6][CH2:7][OH:8].N1C=CN=C1.[CH3:17][C:18]([Si:21](Cl)([CH3:23])[CH3:22])([CH3:20])[CH3:19], predict the reaction product. (4) Given the reactants Br[CH2:2][CH2:3][CH2:4][N:5]1[C:9]2[CH:10]=[CH:11][CH:12]=[CH:13][C:8]=2[N:7]([C:14]2[CH:19]=[CH:18][C:17]([F:20])=[C:16]([F:21])[CH:15]=2)[S:6]1(=[O:23])=[O:22].[N:24]1([C:30]([O:32][C:33]([CH3:36])([CH3:35])[CH3:34])=[O:31])[CH2:29][CH2:28][NH:27][CH2:26][CH2:25]1.C(N(CC)C(C)C)(C)C, predict the reaction product. The product is: [F:21][C:16]1[CH:15]=[C:14]([N:7]2[C:8]3[CH:13]=[CH:12][CH:11]=[CH:10][C:9]=3[N:5]([CH2:4][CH2:3][CH2:2][N:27]3[CH2:26][CH2:25][N:24]([C:30]([O:32][C:33]([CH3:36])([CH3:35])[CH3:34])=[O:31])[CH2:29][CH2:28]3)[S:6]2(=[O:23])=[O:22])[CH:19]=[CH:18][C:17]=1[F:20]. (5) Given the reactants [NH:1]1[CH2:5][CH2:4][CH2:3][CH2:2]1.[Cl:6][C:7]1[C:14]([OH:15])=[CH:13][CH:12]=[CH:11][C:8]=1[CH:9]=O.C(O[BH-](OC(=O)C)OC(=O)C)(=O)C.[Na+].Cl, predict the reaction product. The product is: [Cl:6][C:7]1[C:8]([CH2:9][N:1]2[CH2:5][CH2:4][CH2:3][CH2:2]2)=[CH:11][CH:12]=[CH:13][C:14]=1[OH:15].